Dataset: NCI-60 drug combinations with 297,098 pairs across 59 cell lines. Task: Regression. Given two drug SMILES strings and cell line genomic features, predict the synergy score measuring deviation from expected non-interaction effect. (1) Drug 1: CC1=CC2C(CCC3(C2CCC3(C(=O)C)OC(=O)C)C)C4(C1=CC(=O)CC4)C. Drug 2: CN1C2=C(C=C(C=C2)N(CCCl)CCCl)N=C1CCCC(=O)O.Cl. Cell line: SN12C. Synergy scores: CSS=1.66, Synergy_ZIP=-0.572, Synergy_Bliss=-1.72, Synergy_Loewe=-2.03, Synergy_HSA=-2.60. (2) Drug 1: C1CN1P(=S)(N2CC2)N3CC3. Drug 2: C1=NC2=C(N=C(N=C2N1C3C(C(C(O3)CO)O)O)F)N. Cell line: SK-OV-3. Synergy scores: CSS=12.5, Synergy_ZIP=-7.77, Synergy_Bliss=0.676, Synergy_Loewe=-4.75, Synergy_HSA=0.712. (3) Drug 1: CN1C(=O)N2C=NC(=C2N=N1)C(=O)N. Drug 2: CC1CCC2CC(C(=CC=CC=CC(CC(C(=O)C(C(C(=CC(C(=O)CC(OC(=O)C3CCCCN3C(=O)C(=O)C1(O2)O)C(C)CC4CCC(C(C4)OC)O)C)C)O)OC)C)C)C)OC. Cell line: K-562. Synergy scores: CSS=4.41, Synergy_ZIP=-1.28, Synergy_Bliss=2.22, Synergy_Loewe=2.49, Synergy_HSA=1.89. (4) Drug 1: C1=CC(=C2C(=C1NCCNCCO)C(=O)C3=C(C=CC(=C3C2=O)O)O)NCCNCCO. Drug 2: CC1=C(C=C(C=C1)NC(=O)C2=CC=C(C=C2)CN3CCN(CC3)C)NC4=NC=CC(=N4)C5=CN=CC=C5. Cell line: M14. Synergy scores: CSS=36.7, Synergy_ZIP=9.59, Synergy_Bliss=13.9, Synergy_Loewe=-24.9, Synergy_HSA=11.1. (5) Drug 1: C1=CC=C(C=C1)NC(=O)CCCCCCC(=O)NO. Drug 2: CN1C2=C(C=C(C=C2)N(CCCl)CCCl)N=C1CCCC(=O)O.Cl. Cell line: DU-145. Synergy scores: CSS=29.3, Synergy_ZIP=-6.23, Synergy_Bliss=2.07, Synergy_Loewe=-34.5, Synergy_HSA=0.960.